Dataset: Full USPTO retrosynthesis dataset with 1.9M reactions from patents (1976-2016). Task: Predict the reactants needed to synthesize the given product. (1) Given the product [CH3:41][N:42]1[C:46]([CH3:47])=[C:45]([S:48]([N:5]2[C:6]([C:7]3[C:8]([F:13])=[N:9][CH:10]=[CH:11][CH:12]=3)=[C:2]([F:1])[C:3]([CH2:14][N:15]([CH3:23])[C:16](=[O:22])[O:17][C:18]([CH3:19])([CH3:20])[CH3:21])=[CH:4]2)(=[O:50])=[O:49])[CH:44]=[N:43]1, predict the reactants needed to synthesize it. The reactants are: [F:1][C:2]1[C:3]([CH2:14][N:15]([CH3:23])[C:16](=[O:22])[O:17][C:18]([CH3:21])([CH3:20])[CH3:19])=[CH:4][NH:5][C:6]=1[C:7]1[C:8]([F:13])=[N:9][CH:10]=[CH:11][CH:12]=1.[H-].[Na+].C1OCCOCCOCCOCCOC1.[CH3:41][N:42]1[C:46]([CH3:47])=[C:45]([S:48](Cl)(=[O:50])=[O:49])[CH:44]=[N:43]1. (2) The reactants are: C([O:5][C:6]([C:8]1([CH2:14][CH:15]([CH2:18][CH3:19])[CH2:16][CH3:17])[CH2:13][CH2:12][CH2:11][CH2:10][CH2:9]1)=[O:7])(C)(C)C.OS(O)(=O)=O. Given the product [CH2:18]([CH:15]([CH2:16][CH3:17])[CH2:14][C:8]1([C:6]([OH:7])=[O:5])[CH2:9][CH2:10][CH2:11][CH2:12][CH2:13]1)[CH3:19], predict the reactants needed to synthesize it.